The task is: Predict which catalyst facilitates the given reaction.. This data is from Catalyst prediction with 721,799 reactions and 888 catalyst types from USPTO. (1) Reactant: Cl.[CH3:2][N:3]([CH3:24])[C:4]1([C:14]2[CH:23]=[CH:22][C:21]3[C:16](=[CH:17][CH:18]=[CH:19][CH:20]=3)[CH:15]=2)[CH2:13][CH2:12][C:7]2(OCC[O:8]2)[CH2:6][CH2:5]1. Product: [CH3:2][N:3]([CH3:24])[C:4]1([C:14]2[CH:23]=[CH:22][C:21]3[C:16](=[CH:17][CH:18]=[CH:19][CH:20]=3)[CH:15]=2)[CH2:13][CH2:12][C:7](=[O:8])[CH2:6][CH2:5]1. The catalyst class is: 33. (2) Reactant: [NH2:1][C:2]1[N:7]=[C:6]([Cl:8])[CH:5]=[C:4]([CH3:9])[N:3]=1.[I:10]N1C(=O)CCC1=O. Product: [Cl:8][C:6]1[C:5]([I:10])=[C:4]([CH3:9])[N:3]=[C:2]([NH2:1])[N:7]=1. The catalyst class is: 382. (3) Reactant: O[PH2]=O.[Br:4][C:5]1[C:6]([CH3:13])=[CH:7][C:8](N)=[N:9][C:10]=1[CH3:11].N([O-])=[O:15].[Na+].C([O-])(O)=O.[Na+]. Product: [Br:4][C:5]1[C:6]([CH3:13])=[CH:7][C:8](=[O:15])[NH:9][C:10]=1[CH3:11]. The catalyst class is: 6. (4) Reactant: [N:1]([CH2:4][CH:5]1[O:10][C:9]2[C:11]([C:15]3[CH:20]=[C:19]([Cl:21])[CH:18]=[CH:17][C:16]=3[Cl:22])=[CH:12][CH:13]=[CH:14][C:8]=2[N:7](C(OC(C)(C)C)=O)[CH2:6]1)=[N+:2]=[N-:3].C(O)(C(F)(F)F)=O.[OH-].[Na+].O. Product: [N:1]([CH2:4][CH:5]1[O:10][C:9]2[C:11]([C:15]3[CH:20]=[C:19]([Cl:21])[CH:18]=[CH:17][C:16]=3[Cl:22])=[CH:12][CH:13]=[CH:14][C:8]=2[NH:7][CH2:6]1)=[N+:2]=[N-:3]. The catalyst class is: 2. (5) Reactant: C(N[C:5]1[CH:10]=[CH:9][C:8](S(N=[N+]=[N-])(=O)=O)=[CH:7][CH:6]=1)(=O)C.[C:17](=[O:20])([O-])[O-:18].[K+].[K+].[CH3:23]OP(CC(=O)C)(=O)OC.[CH3:33][C:34]1[C:35]([C:43](C)(C)C=O)=[C:36](C=CC=1)C([O-])=O. Product: [CH3:36][C:35]([C:10]1[CH:9]=[C:8]([CH:7]=[CH:6][CH:5]=1)[C:17]([O:18][CH3:23])=[O:20])([CH3:43])[C:34]#[CH:33]. The catalyst class is: 382. (6) Reactant: [CH2:1]([O:3][C:4]([C:6]1[CH:7](Br)[C:8]2[C:13]([C:14]=1[C:15]1[CH:20]=[CH:19][CH:18]=[CH:17][CH:16]=1)=[CH:12][CH:11]=[C:10]([O:21][CH3:22])[CH:9]=2)=[O:5])[CH3:2].[CH2:24]([NH2:31])[C:25]1[CH:30]=[CH:29][CH:28]=[CH:27][CH:26]=1.[I-].[Na+]. Product: [CH2:1]([O:3][C:4]([C:6]1[CH:7]([NH:31][CH2:24][C:25]2[CH:30]=[CH:29][CH:28]=[CH:27][CH:26]=2)[C:8]2[C:13]([C:14]=1[C:15]1[CH:20]=[CH:19][CH:18]=[CH:17][CH:16]=1)=[CH:12][CH:11]=[C:10]([O:21][CH3:22])[CH:9]=2)=[O:5])[CH3:2]. The catalyst class is: 1. (7) Reactant: [F:1][C:2]1[N:7]=[CH:6][C:5](B(O)O)=[CH:4][CH:3]=1.C([O-])([O-])=O.[K+].[K+].Cl[C:18]1[CH:27]=[C:26]([C:28]([OH:30])=[O:29])[C:25]2[C:20](=[CH:21][CH:22]=[CH:23][CH:24]=2)[N:19]=1. Product: [F:1][C:2]1[N:7]=[CH:6][C:5]([C:18]2[CH:27]=[C:26]([C:28]([OH:30])=[O:29])[C:25]3[C:20](=[CH:21][CH:22]=[CH:23][CH:24]=3)[N:19]=2)=[CH:4][CH:3]=1. The catalyst class is: 12.